This data is from Full USPTO retrosynthesis dataset with 1.9M reactions from patents (1976-2016). The task is: Predict the reactants needed to synthesize the given product. The reactants are: [N+:1]([C:4]1[CH:9]=[CH:8][C:7]([C:10](=O)[CH2:11][S:12][C:13]#[N:14])=[CH:6][CH:5]=1)([O-:3])=[O:2].[BrH:16].[OH-].[Na+].O. Given the product [Br:16][C:13]1[S:12][CH:11]=[C:10]([C:7]2[CH:8]=[CH:9][C:4]([N+:1]([O-:3])=[O:2])=[CH:5][CH:6]=2)[N:14]=1, predict the reactants needed to synthesize it.